This data is from Catalyst prediction with 721,799 reactions and 888 catalyst types from USPTO. The task is: Predict which catalyst facilitates the given reaction. Product: [F:1][C:2]1[CH:25]=[CH:24][C:5]([CH2:6][O:7][C:8]2[CH:13]=[CH:12][C:11]([C:14]3([CH2:18][C:19]([OH:21])=[O:20])[CH2:15][O:16][CH2:17]3)=[CH:10][CH:9]=2)=[CH:4][C:3]=1[O:26][C:27]([F:28])([F:29])[F:30]. Reactant: [F:1][C:2]1[CH:25]=[CH:24][C:5]([CH2:6][O:7][C:8]2[CH:13]=[CH:12][C:11]([C:14]3([CH2:18][C:19]([O:21]CC)=[O:20])[CH2:17][O:16][CH2:15]3)=[CH:10][CH:9]=2)=[CH:4][C:3]=1[O:26][C:27]([F:30])([F:29])[F:28].O.[OH-].[Li+]. The catalyst class is: 36.